From a dataset of Catalyst prediction with 721,799 reactions and 888 catalyst types from USPTO. Predict which catalyst facilitates the given reaction. (1) Reactant: [Br:1][C:2]1[C:11]2[O:10][CH:9]([CH:12]([CH3:14])[CH3:13])[C:8](=O)[NH:7][C:6]=2[CH:5]=[CH:4][CH:3]=1.B.O1CCCC1.Cl.C(=O)([O-])O.[Na+]. Product: [Br:1][C:2]1[C:11]2[O:10][CH:9]([CH:12]([CH3:14])[CH3:13])[CH2:8][NH:7][C:6]=2[CH:5]=[CH:4][CH:3]=1. The catalyst class is: 7. (2) Reactant: [CH3:1][O:2][C:3](=[O:24])[C:4]([CH3:23])([N+:20]([O-])=O)[CH2:5][C:6]1[C:14]2[C:9](=[CH:10][CH:11]=[C:12]([O:15][CH2:16][CH2:17][O:18][CH3:19])[CH:13]=2)[NH:8][CH:7]=1. Product: [CH3:1][O:2][C:3](=[O:24])[C:4]([NH2:20])([CH3:23])[CH2:5][C:6]1[C:14]2[C:9](=[CH:10][CH:11]=[C:12]([O:15][CH2:16][CH2:17][O:18][CH3:19])[CH:13]=2)[NH:8][CH:7]=1. The catalyst class is: 5. (3) Reactant: [C:1]([C:4]1[C:5]([F:16])=[C:6](N)[C:7]([O:13][CH3:14])=[CH:8][C:9]=1OCC)(=[O:3])[CH3:2].[CH3:17][C:18](C1C=CC(OC)=CC=1F)=[O:19].C(O)CO.C1(C)C=CC(S(O)(=O)=O)=CC=1. Product: [F:16][C:5]1[CH:6]=[C:7]([O:13][CH3:14])[CH:8]=[CH:9][C:4]=1[C:1]1([CH3:2])[O:3][CH2:17][CH2:18][O:19]1. The catalyst class is: 11. (4) Reactant: [NH2:1][C:2]1[CH:7]=[N:6][CH:5]=[CH:4][N:3]=1.C([Mg]Cl)(C)C.[CH3:13][O:14][C@@H:15]1[CH2:19][N:18]([C:20]([O:22][CH2:23][C:24]2[CH:29]=[CH:28][CH:27]=[CH:26][CH:25]=2)=[O:21])[C@H:17]([C:30](OC)=[O:31])[CH2:16]1. Product: [CH3:13][O:14][C@@H:15]1[CH2:19][N:18]([C:20]([O:22][CH2:23][C:24]2[CH:29]=[CH:28][CH:27]=[CH:26][CH:25]=2)=[O:21])[C@H:17]([C:30](=[O:31])[NH:1][C:2]2[CH:7]=[N:6][CH:5]=[CH:4][N:3]=2)[CH2:16]1. The catalyst class is: 1. (5) Reactant: [C:1]([C:3]1[CH:8]=[CH:7][C:6]([CH2:9][C:10]([O:12]C)=[O:11])=[CH:5][C:4]=1[O:14][C:15]([F:18])([F:17])[F:16])#[N:2].C1COCC1.CO.O[Li].O. Product: [C:1]([C:3]1[CH:8]=[CH:7][C:6]([CH2:9][C:10]([OH:12])=[O:11])=[CH:5][C:4]=1[O:14][C:15]([F:16])([F:18])[F:17])#[N:2]. The catalyst class is: 6. (6) Reactant: [F:1][C:2]1[CH:17]=[CH:16][C:5]([O:6][CH2:7][C@@H:8]([OH:15])[CH2:9][CH2:10][CH2:11][CH2:12][CH2:13][OH:14])=[CH:4][CH:3]=1.IC1C=CC=CC=1C(O)=O. Product: [F:1][C:2]1[CH:3]=[CH:4][C:5]([O:6][CH2:7][C@@H:8]([OH:15])[CH2:9][CH2:10][CH2:11][CH2:12][CH:13]=[O:14])=[CH:16][CH:17]=1. The catalyst class is: 774.